This data is from Full USPTO retrosynthesis dataset with 1.9M reactions from patents (1976-2016). The task is: Predict the reactants needed to synthesize the given product. (1) Given the product [CH2:24]([N:26]([CH2:27][C:28]1[CH:33]=[CH:32][CH:31]=[C:30]([CH3:34])[N:29]=1)[C:21](=[O:23])[CH2:20][N:9]([C:4]1[CH:5]=[CH:6][CH:7]=[CH:8][C:3]=1[O:2][CH3:1])[S:10]([C:13]1[C:14]([CH3:19])=[CH:15][CH:16]=[CH:17][CH:18]=1)(=[O:12])=[O:11])[CH3:25], predict the reactants needed to synthesize it. The reactants are: [CH3:1][O:2][C:3]1[CH:8]=[CH:7][CH:6]=[CH:5][C:4]=1[N:9]([CH2:20][C:21]([OH:23])=O)[S:10]([C:13]1[C:14]([CH3:19])=[CH:15][CH:16]=[CH:17][CH:18]=1)(=[O:12])=[O:11].[CH2:24]([NH:26][CH2:27][C:28]1[CH:33]=[CH:32][CH:31]=[C:30]([CH3:34])[N:29]=1)[CH3:25]. (2) Given the product [CH2:1]([O:3][C:4]([N:6]1[CH2:11][CH2:10][N:9]([C:12](=[O:38])[C@@H:13]([NH:23][C:24]([C:26]2[CH:30]=[C:29]([O:31][CH2:49][C:48]([O:47][CH2:45][CH3:46])=[O:51])[N:28]([C:32]3[CH:37]=[CH:36][CH:35]=[CH:34][CH:33]=3)[N:27]=2)=[O:25])[CH2:14][CH2:15][C:16]([O:18][C:19]([CH3:22])([CH3:21])[CH3:20])=[O:17])[CH2:8][CH2:7]1)=[O:5])[CH3:2], predict the reactants needed to synthesize it. The reactants are: [CH2:1]([O:3][C:4]([N:6]1[CH2:11][CH2:10][N:9]([C:12](=[O:38])[C@@H:13]([NH:23][C:24]([C:26]2[CH:30]=[C:29]([OH:31])[N:28]([C:32]3[CH:37]=[CH:36][CH:35]=[CH:34][CH:33]=3)[N:27]=2)=[O:25])[CH2:14][CH2:15][C:16]([O:18][C:19]([CH3:22])([CH3:21])[CH3:20])=[O:17])[CH2:8][CH2:7]1)=[O:5])[CH3:2].C(=O)([O-])[O-].[Cs+].[Cs+].[CH2:45]([O:47][C:48](=[O:51])[CH2:49]Br)[CH3:46]. (3) Given the product [NH2:13][C:11]1[CH:10]=[C:4]([CH:3]=[C:2]([Br:1])[CH:12]=1)[C:5]([O:7][CH2:8][CH3:9])=[O:6], predict the reactants needed to synthesize it. The reactants are: [Br:1][C:2]1[CH:3]=[C:4]([CH:10]=[C:11]([N+:13]([O-])=O)[CH:12]=1)[C:5]([O:7][CH2:8][CH3:9])=[O:6].[Sn](Cl)Cl. (4) Given the product [O:22]=[C:17]([C:11]1[CH:16]=[CH:15][CH:14]=[CH:13][CH:12]=1)[CH:18]=[C:19]([NH:10][CH2:9][C:8]#[N:7])[CH3:20], predict the reactants needed to synthesize it. The reactants are: C(=O)(O)[O-].[Na+].Cl.[NH2:7][CH2:8][C:9]#[N:10].[C:11]1([C:17](=[O:22])[CH2:18][C:19](=O)[CH3:20])[CH:16]=[CH:15][CH:14]=[CH:13][CH:12]=1.C1(C)C=CC=CC=1. (5) Given the product [NH2:1][C:2]1[C:3](=[O:24])[NH:4][C:5]2[C:11]([O:12][C:13]3[C:22]4[C:17](=[CH:18][CH:19]=[CH:20][CH:21]=4)[C:16]([NH:23][C:37]([NH:36][C:27]4[CH:28]=[C:29]([C:32]([F:33])([F:35])[F:34])[CH:30]=[CH:31][C:26]=4[F:25])=[O:38])=[CH:15][CH:14]=3)=[CH:10][CH:9]=[N:8][C:6]=2[N:7]=1, predict the reactants needed to synthesize it. The reactants are: [NH2:1][C:2]1[C:3](=[O:24])[NH:4][C:5]2[C:11]([O:12][C:13]3[C:22]4[C:17](=[CH:18][CH:19]=[CH:20][CH:21]=4)[C:16]([NH2:23])=[CH:15][CH:14]=3)=[CH:10][CH:9]=[N:8][C:6]=2[N:7]=1.[F:25][C:26]1[CH:31]=[CH:30][C:29]([C:32]([F:35])([F:34])[F:33])=[CH:28][C:27]=1[N:36]=[C:37]=[O:38]. (6) Given the product [Br:1][C:2]1[C:3]([O:16][C:18]2[N:26]=[C:25]3[C:21]([N:22]([CH:27]4[CH2:32][CH2:31][CH2:30][CH2:29][O:28]4)[CH:23]=[N:24]3)=[CH:20][N:19]=2)=[C:4]2[C:9](=[CH:10][CH:11]=1)[N:8]([C:12](=[O:14])[CH3:13])[C@@H:7]([CH3:15])[CH2:6][CH2:5]2, predict the reactants needed to synthesize it. The reactants are: [Br:1][C:2]1[C:3]([OH:16])=[C:4]2[C:9](=[CH:10][CH:11]=1)[N:8]([C:12](=[O:14])[CH3:13])[C@@H:7]([CH3:15])[CH2:6][CH2:5]2.Cl[C:18]1[N:26]=[C:25]2[C:21]([N:22]([CH:27]3[CH2:32][CH2:31][CH2:30][CH2:29][O:28]3)[CH:23]=[N:24]2)=[CH:20][N:19]=1.C(=O)([O-])[O-].[K+].[K+].